From a dataset of Forward reaction prediction with 1.9M reactions from USPTO patents (1976-2016). Predict the product of the given reaction. Given the reactants [Cl:1][C:2]1[CH:30]=[CH:29][C:5]2[N:6]([CH2:20][C:21]3[CH:26]=[CH:25][C:24]([O:27][CH3:28])=[CH:23][CH:22]=3)[C:7](=[O:19])[CH2:8][N:9]=[C:10]([C:11]3[CH:16]=[CH:15][C:14]([O:17][CH3:18])=[CH:13][CH:12]=3)[C:4]=2[CH:3]=1.CC(C)([O-])C.[K+].[Cl:37][C:38]1[CH:45]=[CH:44][CH:43]=[CH:42][C:39]=1[CH2:40]Br, predict the reaction product. The product is: [Cl:1][C:2]1[CH:30]=[CH:29][C:5]2[N:6]([CH2:20][C:21]3[CH:26]=[CH:25][C:24]([O:27][CH3:28])=[CH:23][CH:22]=3)[C:7](=[O:19])[CH:8]([CH2:40][C:39]3[CH:42]=[CH:43][CH:44]=[CH:45][C:38]=3[Cl:37])[N:9]=[C:10]([C:11]3[CH:16]=[CH:15][C:14]([O:17][CH3:18])=[CH:13][CH:12]=3)[C:4]=2[CH:3]=1.